From a dataset of Forward reaction prediction with 1.9M reactions from USPTO patents (1976-2016). Predict the product of the given reaction. Given the reactants [NH2:1][C:2]1[N:10]=[C:9]2[C:5]([N:6]=[C:7]([C:11]3[CH:16]=[CH:15][C:14]([F:17])=[CH:13][CH:12]=3)[NH:8]2)=[C:4]([N:18]2[CH2:23][CH2:22][N:21]([C:24](=[O:34])[CH2:25][O:26][C:27]3[CH:32]=[CH:31][C:30]([Cl:33])=[CH:29][CH:28]=3)[CH2:20][CH2:19]2)[N:3]=1.[C:35](=O)([O-])[O-].[K+].[K+].CI, predict the reaction product. The product is: [NH2:1][C:2]1[N:10]=[C:9]2[C:5]([N:6]=[C:7]([C:11]3[CH:16]=[CH:15][C:14]([F:17])=[CH:13][CH:12]=3)[N:8]2[CH3:35])=[C:4]([N:18]2[CH2:23][CH2:22][N:21]([C:24](=[O:34])[CH2:25][O:26][C:27]3[CH:32]=[CH:31][C:30]([Cl:33])=[CH:29][CH:28]=3)[CH2:20][CH2:19]2)[N:3]=1.